This data is from Forward reaction prediction with 1.9M reactions from USPTO patents (1976-2016). The task is: Predict the product of the given reaction. Given the reactants [C:1]1([CH3:29])[CH:6]=[CH:5][C:4]([C:7]2[NH:11][C:10]([CH:12]3[CH2:17][CH2:16][N:15](C(OC(C)(C)C)=O)[CH2:14][CH2:13]3)=[N:9][C:8]=2[C:25]([F:28])([F:27])[F:26])=[CH:3][CH:2]=1.ClCCl.FC(F)(F)C(O)=O, predict the reaction product. The product is: [C:1]1([CH3:29])[CH:6]=[CH:5][C:4]([C:7]2[NH:11][C:10]([CH:12]3[CH2:17][CH2:16][NH:15][CH2:14][CH2:13]3)=[N:9][C:8]=2[C:25]([F:26])([F:27])[F:28])=[CH:3][CH:2]=1.